The task is: Predict the product of the given reaction.. This data is from Forward reaction prediction with 1.9M reactions from USPTO patents (1976-2016). Given the reactants [O:1]=[C:2]1[O:6][CH2:5][C@:4]2([CH2:10][CH2:9][C@H:8]([C:11]3[CH:12]=[C:13]4[C:18](=[CH:19][CH:20]=3)[CH2:17][C@H:16]([CH:21]=[O:22])[CH2:15][CH2:14]4)[CH2:7]2)[NH:3]1.[CH3:23][Mg]Br, predict the reaction product. The product is: [OH:22][C@H:21]([C@@H:16]1[CH2:15][CH2:14][C:13]2[CH:12]=[C:11]([C@H:8]3[CH2:9][CH2:10][C@@:4]4([NH:3][C:2](=[O:1])[O:6][CH2:5]4)[CH2:7]3)[CH:20]=[CH:19][C:18]=2[CH2:17]1)[CH3:23].